This data is from TCR-epitope binding with 47,182 pairs between 192 epitopes and 23,139 TCRs. The task is: Binary Classification. Given a T-cell receptor sequence (or CDR3 region) and an epitope sequence, predict whether binding occurs between them. (1) Result: 0 (the TCR does not bind to the epitope). The TCR CDR3 sequence is CASSSRGLPYEQYF. The epitope is CINGVCWTV. (2) The epitope is GLCTLVAML. The TCR CDR3 sequence is CASSFLTRQPQHF. Result: 0 (the TCR does not bind to the epitope). (3) The epitope is KLNVGDYFV. The TCR CDR3 sequence is CASSFPGSYGYTF. Result: 1 (the TCR binds to the epitope). (4) The epitope is TTLPVNVAF. The TCR CDR3 sequence is CASSLVSGVFYNEQFF. Result: 0 (the TCR does not bind to the epitope). (5) The epitope is ILGLPTQTV. The TCR CDR3 sequence is CASSPGTEGNQLFF. Result: 0 (the TCR does not bind to the epitope). (6) The epitope is FVDGVPFVV. The TCR CDR3 sequence is CASSPSTANTQPQHF. Result: 0 (the TCR does not bind to the epitope). (7) Result: 0 (the TCR does not bind to the epitope). The epitope is IYSKHTPINL. The TCR CDR3 sequence is CASSQDLPTNEQFF. (8) The epitope is YEGNSPFHPL. The TCR CDR3 sequence is CSVIGTANTGELFF. Result: 1 (the TCR binds to the epitope). (9) The epitope is HTTDPSFLGRY. The TCR CDR3 sequence is CASSIVPAETQYF. Result: 0 (the TCR does not bind to the epitope). (10) The TCR CDR3 sequence is CASSPGLNPEGYTF. Result: 1 (the TCR binds to the epitope). The epitope is NQKLIANQF.